From a dataset of Reaction yield outcomes from USPTO patents with 853,638 reactions. Predict the reaction yield, written as a fraction of the theoretical maximum amount of product (1.0 means a 100% yield; for example, 0.34 means a 34% yield). (1) The reactants are [CH3:1][C:2]1[CH:10]=[CH:9][CH:8]=[C:7]2[C:3]=1[C:4]([CH:11]=[O:12])=[CH:5][NH:6]2.[H-].[Na+].[CH2:15](I)[CH3:16]. The catalyst is CN(C=O)C.ClCCl. The product is [CH2:15]([N:6]1[C:7]2[C:3](=[C:2]([CH3:1])[CH:10]=[CH:9][CH:8]=2)[C:4]([CH:11]=[O:12])=[CH:5]1)[CH3:16]. The yield is 0.630. (2) The product is [C:25]([C:29]1[CH:30]=[CH:31][C:32]([C:33]([NH:1][C@@H:2]([CH2:7][C:8]2[CH:9]=[CH:10][C:11]([C:14]#[N:15])=[CH:12][CH:13]=2)[C:3]([O:5][CH3:6])=[O:4])=[O:34])=[CH:36][CH:37]=1)([CH3:28])([CH3:26])[CH3:27]. The yield is 0.880. The reactants are [NH2:1][C@@H:2]([CH2:7][C:8]1[CH:13]=[CH:12][C:11]([C:14]#[N:15])=[CH:10][CH:9]=1)[C:3]([O:5][CH3:6])=[O:4].CCN(C(C)C)C(C)C.[C:25]([C:29]1[CH:37]=[CH:36][C:32]([C:33](Cl)=[O:34])=[CH:31][CH:30]=1)([CH3:28])([CH3:27])[CH3:26]. The catalyst is C(Cl)Cl. (3) The reactants are [C:1]([NH:9][C:10]1[C:11]2[N:12]=[CH:13][N:14]([C:33]=2[N:34]=[CH:35][N:36]=1)[C@@H:15]1[O:32][C@H:22]([CH2:23][O:24][Si](C(C)(C)C)(C)C)[C@@H:17]([O:18][CH2:19]SC)[CH2:16]1)(=[O:8])[C:2]1[CH:7]=[CH:6][CH:5]=[CH:4][CH:3]=1.C1CCCCC=1.C(NC1C2N=CN(C=2N=CN=1)[C@@H]1O[C@H](CO[Si](C(C)(C)C)(C)C)[C@@H](O)C1)(=O)C1C=CC=CC=1.[N-:76]=[N+:77]=[N-:78].[Na+].[NH4+].[F-]. The catalyst is C(Cl)Cl. The product is [C:1]([NH:9][C:10]1[C:11]2[N:12]=[CH:13][N:14]([C:33]=2[N:34]=[CH:35][N:36]=1)[C@@H:15]1[O:32][C@H:22]([CH2:23][OH:24])[C@@H:17]([O:18][CH2:19][N:76]=[N+:77]=[N-:78])[CH2:16]1)(=[O:8])[C:2]1[CH:7]=[CH:6][CH:5]=[CH:4][CH:3]=1. The yield is 0.480. (4) The catalyst is O1CCOCC1.O.C1C=CC(P(C2C=CC=CC=2)[C-]2C=CC=C2)=CC=1.C1C=CC(P(C2C=CC=CC=2)[C-]2C=CC=C2)=CC=1.Cl[Pd]Cl.[Fe+2].C(Cl)Cl. The yield is 0.610. The product is [CH:12]([C:10]1[CH:11]=[C:2]([C:32]([CH3:34])=[CH2:33])[C:3]2[CH:4]=[CH:5][C:6]3[N:7]([CH:15]=[C:16]([C:18]4[O:19][CH:20]=[N:21][N:22]=4)[N:17]=3)[C:8]=2[N:9]=1)([CH3:14])[CH3:13]. The reactants are Br[C:2]1[C:3]2[CH:4]=[CH:5][C:6]3[N:7]([CH:15]=[C:16]([C:18]4[O:19][CH:20]=[N:21][N:22]=4)[N:17]=3)[C:8]=2[N:9]=[C:10]([CH:12]([CH3:14])[CH3:13])[CH:11]=1.P([O-])([O-])([O-])=O.[K+].[K+].[K+].[B-](F)(F)(F)[C:32]([CH3:34])=[CH2:33].[K+].